Dataset: Catalyst prediction with 721,799 reactions and 888 catalyst types from USPTO. Task: Predict which catalyst facilitates the given reaction. Reactant: [C:1]([C:3]1[CH:11]=[CH:10][C:6]([C:7](Cl)=[O:8])=[CH:5][CH:4]=1)#[N:2].[NH2:12][C:13]([CH3:29])([CH2:16][N:17]1[N:21]=[C:20]2[C:22]([Br:28])=[CH:23][C:24]([Cl:27])=[C:25]([Br:26])[C:19]2=[N:18]1)[C:14]#[N:15]. Product: [Cl:27][C:24]1[CH:23]=[C:22]([Br:28])[C:20]2=[N:21][N:17]([CH2:16][C:13]([NH:12][C:7](=[O:8])[C:6]3[CH:10]=[CH:11][C:3]([C:1]#[N:2])=[CH:4][CH:5]=3)([C:14]#[N:15])[CH3:29])[N:18]=[C:19]2[C:25]=1[Br:26]. The catalyst class is: 1.